This data is from Forward reaction prediction with 1.9M reactions from USPTO patents (1976-2016). The task is: Predict the product of the given reaction. (1) Given the reactants Br[C:2]1[CH:11]=[C:10]2[C:5]([C:6]([NH:14][C:15]3[CH:20]=[CH:19][C:18]([S:21][C:22]4[N:23]([CH3:27])[CH:24]=[CH:25][N:26]=4)=[C:17]([Cl:28])[CH:16]=3)=[C:7]([C:12]#[N:13])[CH:8]=[N:9]2)=[CH:4][CH:3]=1.[CH2:29]([N:31]([CH2:50][CH3:51])[CH2:32][CH2:33][CH2:34]/[CH:35]=[CH:36]/[Sn](CCCC)(CCCC)CCCC)[CH3:30], predict the reaction product. The product is: [Cl:28][C:17]1[CH:16]=[C:15]([NH:14][C:6]2[C:5]3[C:10](=[CH:11][C:2](/[CH:36]=[CH:35]/[CH2:34][CH2:33][CH2:32][N:31]([CH2:50][CH3:51])[CH2:29][CH3:30])=[CH:3][CH:4]=3)[N:9]=[CH:8][C:7]=2[C:12]#[N:13])[CH:20]=[CH:19][C:18]=1[S:21][C:22]1[N:23]([CH3:27])[CH:24]=[CH:25][N:26]=1. (2) Given the reactants [Cl:1][C:2]1[CH:7]=[CH:6][C:5]([C@H:8]([C:19]2[CH:29]=[CH:28][C:22]([C:23]([N:25]([CH3:27])[CH3:26])=[O:24])=[CH:21][CH:20]=2)[CH2:9][C:10]([C:12]2[CH:17]=[CH:16][N:15]=[C:14]([CH3:18])[CH:13]=2)=O)=[C:4]([CH3:30])[CH:3]=1.Cl.[NH2:32][OH:33].C(=O)([O-])O.[Na+], predict the reaction product. The product is: [Cl:1][C:2]1[CH:7]=[CH:6][C:5]([C@H:8]([C:19]2[CH:29]=[CH:28][C:22]([C:23]([N:25]([CH3:27])[CH3:26])=[O:24])=[CH:21][CH:20]=2)[CH2:9]/[C:10](=[N:32]\[OH:33])/[C:12]2[CH:17]=[CH:16][N:15]=[C:14]([CH3:18])[CH:13]=2)=[C:4]([CH3:30])[CH:3]=1. (3) Given the reactants [ClH:1].C(OC(=O)[NH:8][CH:9]1[CH2:14][CH2:13][CH:12]([C:15]([N:17]([CH3:19])[CH3:18])=[O:16])[CH2:11][CH2:10]1)(C)(C)C, predict the reaction product. The product is: [NH2:8][CH:9]1[CH2:10][CH2:11][CH:12]([C:15]([N:17]([CH3:19])[CH3:18])=[O:16])[CH2:13][CH2:14]1.[ClH:1]. (4) The product is: [C:55]([O:54][C:52]([N:44]1[CH2:51][CH2:50][CH2:49][CH:45]1[C:46]([O:48][CH2:24][C:23]([C:2]1[CH:14]=[CH:13][C:12]2[C:11]3[C:6](=[CH:7][C:8]([Br:15])=[CH:9][CH:10]=3)[C:5]([F:17])([F:16])[C:4]=2[CH:3]=1)=[O:25])=[O:47])=[O:53])([CH3:58])([CH3:57])[CH3:56]. Given the reactants Br[C:2]1[CH:14]=[CH:13][C:12]2[C:11]3[C:6](=[CH:7][C:8]([Br:15])=[CH:9][CH:10]=3)[C:5]([F:17])([F:16])[C:4]=2[CH:3]=1.C([Sn](CCCC)(CCCC)[C:23]([O:25]CC)=[CH2:24])CCC.C1C(=O)N(Br)C(=O)C1.[N:44]1([C:52]([O:54][C:55]([CH3:58])([CH3:57])[CH3:56])=[O:53])[CH2:51][CH2:50][CH2:49][C@H:45]1[C:46]([OH:48])=[O:47].CCN(C(C)C)C(C)C, predict the reaction product. (5) The product is: [CH3:7][C:8]1[CH:3]=[CH:4][CH:5]=[C:16]([CH3:18])[C:15]=1[NH:12][C:27](=[O:28])[C:26]1[CH:30]=[CH:31][C:23]([F:22])=[CH:24][CH:25]=1. Given the reactants CN(C)[C:3]1[CH:8]=[CH:7]C=[CH:5][CH:4]=1.C([N:12]([CH2:15][CH3:16])CC)C.O1CCC[CH2:18]1.[F:22][C:23]1[CH:31]=[CH:30][C:26]([C:27](Cl)=[O:28])=[CH:25][CH:24]=1, predict the reaction product. (6) Given the reactants Br[C:2]1[CH:3]=[CH:4][C:5]([NH:8][C:9](=[O:28])[CH2:10][C:11]2[CH:16]=[CH:15][C:14]([O:17][C:18]3[CH:23]=[CH:22][C:21]([N+:24]([O-:26])=[O:25])=[C:20]([OH:27])[CH:19]=3)=[CH:13][CH:12]=2)=[N:6][CH:7]=1.[F:29][C:30]([F:41])([F:40])[C:31]1[CH:32]=[C:33](B(O)O)[CH:34]=[CH:35][CH:36]=1, predict the reaction product. The product is: [F:29][C:30]([F:41])([F:40])[C:31]1[CH:36]=[C:35]([C:2]2[CH:3]=[CH:4][C:5]([NH:8][C:9](=[O:28])[CH2:10][C:11]3[CH:16]=[CH:15][C:14]([O:17][C:18]4[CH:23]=[CH:22][C:21]([N+:24]([O-:26])=[O:25])=[C:20]([OH:27])[CH:19]=4)=[CH:13][CH:12]=3)=[N:6][CH:7]=2)[CH:34]=[CH:33][CH:32]=1. (7) The product is: [Cl:32][C:33]1[CH:34]=[C:35]([NH:36][C:6](=[O:8])[C:5]2[CH:9]=[CH:10][C:2]([CH3:1])=[C:3]([C:11]#[C:12][C:13]3[N:17]([CH3:18])[CH:16]=[N:15][CH:14]=3)[CH:4]=2)[CH:37]=[CH:38][C:39]=1[CH2:40][N:41]1[CH2:42][CH2:43][N:44]([CH3:47])[CH2:45][CH2:46]1. Given the reactants [CH3:1][C:2]1[CH:10]=[CH:9][C:5]([C:6]([OH:8])=O)=[CH:4][C:3]=1[C:11]#[C:12][C:13]1[N:17]([CH3:18])[CH:16]=[N:15][CH:14]=1.CN1CCOCC1.C(Cl)(=O)C(Cl)=O.[Cl:32][C:33]1[CH:34]=[C:35]([CH:37]=[CH:38][C:39]=1[CH2:40][N:41]1[CH2:46][CH2:45][N:44]([CH3:47])[CH2:43][CH2:42]1)[NH2:36].NC1C=CC=CC=1, predict the reaction product. (8) Given the reactants [CH3:1][CH:2]1[C:7]([CH3:13])([C:8]([O:10][CH2:11][CH3:12])=[O:9])[CH2:6][CH2:5][NH:4][CH2:3]1.CCN(C(C)C)C(C)C.[Br:23][C:24]1[CH:25]=[N:26][C:27](Cl)=[N:28][CH:29]=1.CCCCCC, predict the reaction product. The product is: [Br:23][C:24]1[CH:25]=[N:26][C:27]([N:4]2[CH2:5][CH2:6][C:7]([CH3:13])([C:8]([O:10][CH2:11][CH3:12])=[O:9])[CH:2]([CH3:1])[CH2:3]2)=[N:28][CH:29]=1.